Dataset: Catalyst prediction with 721,799 reactions and 888 catalyst types from USPTO. Task: Predict which catalyst facilitates the given reaction. (1) Reactant: [OH:1][CH:2]([CH3:9])[C:3]([O:5][CH2:6][CH:7]=[CH2:8])=[O:4].C(N(CC)CC)C.[CH3:17][Si:18](Cl)([CH3:20])[CH3:19]. Product: [CH3:17][Si:18]([CH3:20])([CH3:19])[O:1][CH:2]([CH3:9])[C:3]([O:5][CH2:6][CH:7]=[CH2:8])=[O:4]. The catalyst class is: 11. (2) Reactant: ClC1C=CC=C(C(OO)=[O:9])C=1.[Cl:12][C:13]1[CH:14]=[N:15][CH:16]=[CH:17][C:18]=1[CH:19]([S:28][C:29]1[CH:34]=[CH:33][C:32]([Cl:35])=[CH:31][CH:30]=1)[C:20]1[CH:25]=[C:24]([F:26])[CH:23]=[CH:22][C:21]=1[F:27]. Product: [Cl:12][C:13]1[CH:14]=[N:15][CH:16]=[CH:17][C:18]=1[CH:19]([S:28]([C:29]1[CH:34]=[CH:33][C:32]([Cl:35])=[CH:31][CH:30]=1)=[O:9])[C:20]1[CH:25]=[C:24]([F:26])[CH:23]=[CH:22][C:21]=1[F:27]. The catalyst class is: 158. (3) Reactant: [Cl:1][C:2]1[CH:7]=[CH:6][C:5]([NH:8][CH2:9][CH:10]2[CH2:15][CH2:14][O:13][CH2:12][CH2:11]2)=[C:4]([N+:16]([O-])=O)[CH:3]=1.[Sn].Cl.[OH-].[Na+]. Product: [Cl:1][C:2]1[CH:3]=[C:4]([NH2:16])[C:5]([NH:8][CH2:9][CH:10]2[CH2:11][CH2:12][O:13][CH2:14][CH2:15]2)=[CH:6][CH:7]=1. The catalyst class is: 7. (4) Reactant: [OH:1][C:2]1[CH:10]=[C:9]2[C:5]([CH:6]=[N:7][N:8]2[C:11]([O:13][C:14]([CH3:17])([CH3:16])[CH3:15])=[O:12])=[CH:4][CH:3]=1.[Br:18][CH2:19][CH2:20][CH2:21][CH2:22]Br.C(=O)([O-])[O-].[K+].[K+]. Product: [Br:18][CH2:19][CH2:20][CH2:21][CH2:22][O:1][C:2]1[CH:10]=[C:9]2[C:5]([CH:6]=[N:7][N:8]2[C:11]([O:13][C:14]([CH3:17])([CH3:16])[CH3:15])=[O:12])=[CH:4][CH:3]=1. The catalyst class is: 10. (5) Reactant: Cl.CC(C)CNCC1CCCC1N.[F:14][C:15]1[CH:20]=[C:19]([F:21])[CH:18]=[CH:17][C:16]=1[CH2:22][NH:23][C:24]([C:26]1[C:27](=[O:56])[C:28]([O:48]CC2C=CC=CC=2)=[C:29]2[C:45](=[O:46])[N:33]3[CH:34]4[CH2:44][CH2:43][CH2:42][CH:35]4[CH2:36][N:37]([CH2:38][CH:39]([CH3:41])[CH3:40])[CH:32]3[CH2:31][N:30]2[CH:47]=1)=[O:25]. Product: [F:14][C:15]1[CH:20]=[C:19]([F:21])[CH:18]=[CH:17][C:16]=1[CH2:22][NH:23][C:24]([C:26]1[C:27](=[O:56])[C:28]([OH:48])=[C:29]2[C:45](=[O:46])[N:33]3[CH:34]4[CH2:44][CH2:43][CH2:42][CH:35]4[CH2:36][N:37]([CH2:38][CH:39]([CH3:41])[CH3:40])[CH:32]3[CH2:31][N:30]2[CH:47]=1)=[O:25]. The catalyst class is: 45. (6) Product: [NH2:7][C@@H:8]1[CH2:9][C@H:10]([NH:12][C:13]([C:15]2[C:23]3[C:18](=[N:19][CH:20]=[C:21]([C:24]4[C:32]5[C:27](=[CH:28][C:29]([F:33])=[CH:30][CH:31]=5)[N:26]([CH3:34])[N:25]=4)[N:22]=3)[NH:17][CH:16]=2)=[O:14])[CH2:11]1. Reactant: C(OC(=O)[NH:7][C@H:8]1[CH2:11][C@@H:10]([NH:12][C:13]([C:15]2[C:23]3[C:18](=[N:19][CH:20]=[C:21]([C:24]4[C:32]5[C:27](=[CH:28][C:29]([F:33])=[CH:30][CH:31]=5)[N:26]([CH3:34])[N:25]=4)[N:22]=3)[N:17](COCC[Si](C)(C)C)[CH:16]=2)=[O:14])[CH2:9]1)(C)(C)C.FC(F)(F)C(O)=O.C(N)CN.O. The catalyst class is: 96. (7) Reactant: [NH2:1][C:2]1[C:9](I)=[CH:8][C:7]([CH2:11][CH2:12][CH3:13])=[CH:6][C:3]=1[C:4]#[N:5].[CH3:14][O:15][C:16]1[CH:21]=[CH:20][C:19](B(O)O)=[CH:18][CH:17]=1.CC(OC1C=CC=C(OC(C)C)C=1C1C(P(C2CCCCC2)C2CCCCC2)=CC=CC=1)C.C([O-])([O-])=O.[K+].[K+]. Product: [NH2:1][C:2]1[C:3]([C:4]#[N:5])=[CH:6][C:7]([CH2:11][CH2:12][CH3:13])=[CH:8][C:9]=1[C:19]1[CH:20]=[CH:21][C:16]([O:15][CH3:14])=[CH:17][CH:18]=1. The catalyst class is: 874.